This data is from Reaction yield outcomes from USPTO patents with 853,638 reactions. The task is: Predict the reaction yield, written as a fraction of the theoretical maximum amount of product (1.0 means a 100% yield; for example, 0.34 means a 34% yield). (1) The reactants are [CH2:1]([NH:3][C@H:4]([C:12]1[CH:17]=[CH:16][CH:15]=[CH:14][CH:13]=1)[C:5]([O:7][C:8]([CH3:11])([CH3:10])[CH3:9])=[O:6])[CH3:2].[C:18](OC(=O)C)(=[O:20])[CH3:19].N1C=CC=CC=1. No catalyst specified. The product is [CH2:1]([N:3]([C@H:4]([C:12]1[CH:13]=[CH:14][CH:15]=[CH:16][CH:17]=1)[C:5]([O:7][C:8]([CH3:11])([CH3:9])[CH3:10])=[O:6])[C:18](=[O:20])[CH3:19])[CH3:2]. The yield is 0.270. (2) The reactants are [CH3:1][N:2]([CH3:25])[CH:3]1[CH2:7][CH2:6][N:5]([C:8]2[CH:21]=[CH:20][C:19]([N+:22]([O-])=O)=[CH:18][C:9]=2/[CH:10]=[C:11]2/[C:12](=[O:17])[NH:13][C:14](=[O:16])[S:15]/2)[CH2:4]1. The catalyst is CO.Cl.O.[Fe]. The product is [NH2:22][C:19]1[CH:20]=[CH:21][C:8]([N:5]2[CH2:6][CH2:7][CH:3]([N:2]([CH3:1])[CH3:25])[CH2:4]2)=[C:9]([CH:18]=1)/[CH:10]=[C:11]1/[C:12](=[O:17])[NH:13][C:14](=[O:16])[S:15]/1. The yield is 0.386. (3) The reactants are [C:1]([C:3]1[CH:4]=[C:5]([C:13]2[S:14][C:15]([C:18]3[CH:26]=[CH:25][CH:24]=[C:23]4[C:19]=3[CH2:20][CH2:21][C@H:22]4[NH:27][S:28]([CH2:31][C:32]([OH:34])=O)(=[O:30])=[O:29])=[CH:16][N:17]=2)[CH:6]=[CH:7][C:8]=1[O:9][CH:10]([CH3:12])[CH3:11])#[N:2].CN(C(ON1N=NC2C=CC=NC1=2)=[N+](C)C)C.F[P-](F)(F)(F)(F)F.CCN(C(C)C)C(C)C.[NH:68]1[CH2:73][CH2:72][O:71][CH2:70][CH2:69]1. The catalyst is C(Cl)Cl. The product is [C:1]([C:3]1[CH:4]=[C:5]([C:13]2[S:14][C:15]([C:18]3[CH:26]=[CH:25][CH:24]=[C:23]4[C:19]=3[CH2:20][CH2:21][C@H:22]4[NH:27][S:28]([CH2:31][C:32]([N:68]3[CH2:73][CH2:72][O:71][CH2:70][CH2:69]3)=[O:34])(=[O:29])=[O:30])=[CH:16][N:17]=2)[CH:6]=[CH:7][C:8]=1[O:9][CH:10]([CH3:12])[CH3:11])#[N:2]. The yield is 0.470.